The task is: Predict the reactants needed to synthesize the given product.. This data is from Full USPTO retrosynthesis dataset with 1.9M reactions from patents (1976-2016). (1) Given the product [NH3:4].[F:1][C:2]1[CH:19]=[CH:18][CH:17]=[CH:16][C:3]=1[N:4]([CH2:5][C:6]1[CH:7]=[C:8]([CH:13]=[CH:14][CH:15]=1)[C:9]([O:11][CH3:12])=[O:10])[C:21]([O:22][C@@H:23]1[CH:28]2[CH2:29][CH2:30][N:25]([CH2:26][CH2:27]2)[CH2:24]1)=[O:31], predict the reactants needed to synthesize it. The reactants are: [F:1][C:2]1[CH:19]=[CH:18][CH:17]=[CH:16][C:3]=1[NH:4][CH2:5][C:6]1[CH:7]=[C:8]([CH:13]=[CH:14][CH:15]=1)[C:9]([O:11][CH3:12])=[O:10].Cl.[C:21](Cl)(=[O:31])[O:22][C@@H:23]1[CH:28]2[CH2:29][CH2:30][N:25]([CH2:26][CH2:27]2)[CH2:24]1.C(Cl)(=O)O[C@@H]1C2CCN(CC2)C1. (2) Given the product [Br:1][CH2:2][CH2:3][CH2:4][O:14][C:11]1[CH:12]=[CH:13][C:8]([C:6]#[N:7])=[CH:9][CH:10]=1, predict the reactants needed to synthesize it. The reactants are: [Br:1][CH2:2][CH2:3][CH2:4]Br.[C:6]([C:8]1[CH:13]=[CH:12][C:11]([OH:14])=[CH:10][CH:9]=1)#[N:7].C([O-])([O-])=O.[K+].[K+]. (3) Given the product [C:34]([C:2]1[N:30]=[C:29]([O:31][CH2:32][CH3:33])[CH:28]=[CH:27][C:3]=1[C:4]([NH:6][CH2:7][CH2:8][NH:9][C:10]([C:12]1[C:13]([C:23]([F:26])([F:25])[F:24])=[N:14][N:15]([C:17]2[CH:22]=[CH:21][CH:20]=[CH:19][CH:18]=2)[CH:16]=1)=[O:11])=[O:5])#[N:35], predict the reactants needed to synthesize it. The reactants are: Cl[C:2]1[N:30]=[C:29]([O:31][CH2:32][CH3:33])[CH:28]=[CH:27][C:3]=1[C:4]([NH:6][CH2:7][CH2:8][NH:9][C:10]([C:12]1[C:13]([C:23]([F:26])([F:25])[F:24])=[N:14][N:15]([C:17]2[CH:22]=[CH:21][CH:20]=[CH:19][CH:18]=2)[CH:16]=1)=[O:11])=[O:5].[CH3:34][N:35](C=O)C. (4) Given the product [CH3:1][O:2][C:3]1[CH:8]=[CH:7][C:6]([CH2:9][CH2:10][CH2:11][C:12]([OH:14])=[O:13])=[CH:5][C:4]=1[CH3:16], predict the reactants needed to synthesize it. The reactants are: [CH3:1][O:2][C:3]1[CH:8]=[CH:7][C:6]([C:9](=O)[CH2:10][CH2:11][C:12]([OH:14])=[O:13])=[CH:5][C:4]=1[CH3:16]. (5) Given the product [N+:1]([C:4]1[CH:10]=[C:9]([C:11]2[CH:12]=[N:13][CH:14]=[CH:15][CH:16]=2)[CH:8]=[C:7]([N+:17]([O-:19])=[O:18])[C:5]=1[S:24][C:25]#[N:26])([O-:3])=[O:2], predict the reactants needed to synthesize it. The reactants are: [N+:1]([C:4]1[CH:10]=[C:9]([C:11]2[CH:12]=[N:13][CH:14]=[CH:15][CH:16]=2)[CH:8]=[C:7]([N+:17]([O-:19])=[O:18])[C:5]=1N)([O-:3])=[O:2].N([O-])=O.[Na+].[S-:24][C:25]#[N:26].[K+].C(=O)([O-])O.[Na+]. (6) Given the product [S:18]1[CH:22]=[CH:21][C:20]([C:2]2[CH:11]=[CH:10][CH:9]=[C:8]3[C:3]=2[CH:4]=[CH:5][N:6]=[CH:7]3)=[CH:19]1, predict the reactants needed to synthesize it. The reactants are: Br[C:2]1[CH:11]=[CH:10][CH:9]=[C:8]2[C:3]=1[CH:4]=[CH:5][N:6]=[CH:7]2.C(=O)([O-])[O-].[Na+].[Na+].[S:18]1[CH:22]=[CH:21][C:20](B(O)O)=[CH:19]1.